The task is: Predict the product of the given reaction.. This data is from Forward reaction prediction with 1.9M reactions from USPTO patents (1976-2016). Given the reactants [O:1]1[CH2:6][CH2:5][CH2:4][CH2:3][CH:2]1[CH2:7][CH2:8][OH:9].[Cr](Cl)([O-])(=O)=O.[NH+]1C=CC=CC=1, predict the reaction product. The product is: [O:1]1[CH2:6][CH2:5][CH2:4][CH2:3][CH:2]1[CH2:7][CH:8]=[O:9].